Dataset: Full USPTO retrosynthesis dataset with 1.9M reactions from patents (1976-2016). Task: Predict the reactants needed to synthesize the given product. (1) Given the product [CH3:1][O:2][CH2:3][CH2:4][N:5]1[CH2:10][CH2:9][N:8]([C:11]2[CH:12]=[CH:13][C:14]([NH:17][C:18]3[N:26]=[C:25]4[C:21]([N:22]=[CH:23][NH:24]4)=[C:20]([O:33][C:34]4[CH:35]=[C:36]([NH:40][C:41](=[O:44])[CH:42]=[CH2:43])[CH:37]=[CH:38][CH:39]=4)[N:19]=3)=[CH:15][CH:16]=2)[CH2:7][CH2:6]1, predict the reactants needed to synthesize it. The reactants are: [CH3:1][O:2][CH2:3][CH2:4][N:5]1[CH2:10][CH2:9][N:8]([C:11]2[CH:16]=[CH:15][C:14]([NH:17][C:18]3[N:26]=[C:25]4[C:21]([N:22]=[CH:23][N:24]4C4CCCCO4)=[C:20]([O:33][C:34]4[CH:35]=[C:36]([NH:40][C:41](=[O:44])[CH:42]=[CH2:43])[CH:37]=[CH:38][CH:39]=4)[N:19]=3)=[CH:13][CH:12]=2)[CH2:7][CH2:6]1.Cl. (2) Given the product [F:1][C:2]1[CH:3]=[C:4]([CH:29]=[C:30]([N:32]2[CH2:37][CH2:36][O:35][CH2:34][CH2:33]2)[CH:31]=1)[C:5]([NH:7][C:8]1[C:17]2[C:12](=[CH:13][CH:14]=[CH:15][CH:16]=2)[C:11]([O:18][C:19]2[CH:24]=[CH:23][N:22]=[C:21]([N:38]3[CH2:43][CH2:42][CH2:41][CH:40]([OH:44])[CH2:39]3)[N:20]=2)=[CH:10][CH:9]=1)=[O:6], predict the reactants needed to synthesize it. The reactants are: [F:1][C:2]1[CH:3]=[C:4]([CH:29]=[C:30]([N:32]2[CH2:37][CH2:36][O:35][CH2:34][CH2:33]2)[CH:31]=1)[C:5]([NH:7][C:8]1[C:17]2[C:12](=[CH:13][CH:14]=[CH:15][CH:16]=2)[C:11]([O:18][C:19]2[CH:24]=[CH:23][N:22]=[C:21](S(C)(=O)=O)[N:20]=2)=[CH:10][CH:9]=1)=[O:6].[NH:38]1[CH2:43][CH2:42][CH2:41][CH:40]([OH:44])[CH2:39]1. (3) Given the product [S:12]1[CH:16]=[CH:15][CH:14]=[C:13]1[C:17]1[CH:18]=[C:21]([C:22]2[S:4][C:3]3[CH:5]=[CH:6][CH:7]=[CH:8][C:2]=3[C:1](=[O:10])[N:23]=2)[CH:26]=[CH:25][N:27]=1, predict the reactants needed to synthesize it. The reactants are: [C:1]([O:10]C)(=O)[C:2]1[C:3](=[CH:5][CH:6]=[CH:7][CH:8]=1)[SH:4].[S:12]1[CH:16]=[CH:15][CH:14]=[C:13]1[C:17]1C=[N:23][CH:22]=[CH:21][C:18]=1C#N.[CH2:25]([N:27](CC)CC)[CH3:26]. (4) Given the product [F:28][C:29]1[CH:30]=[C:31]([CH:34]=[C:35]([F:37])[CH:36]=1)[CH2:32][N:8]1[C:9]2[C:5](=[CH:4][CH:3]=[CH:2][CH:10]=2)[C:6]([C:11]([N:13]2[CH2:18][CH2:17][C:16]3([C:22]4[CH:23]=[CH:24][CH:25]=[CH:26][C:21]=4[C:20](=[O:27])[O:19]3)[CH2:15][CH2:14]2)=[O:12])=[CH:7]1, predict the reactants needed to synthesize it. The reactants are: Cl[C:2]1[CH:10]=[C:9]2[C:5]([C:6]([C:11]([N:13]3[CH2:18][CH2:17][C:16]4([C:22]5[CH:23]=[CH:24][CH:25]=[CH:26][C:21]=5[C:20](=[O:27])[O:19]4)[CH2:15][CH2:14]3)=[O:12])=[CH:7][NH:8]2)=[CH:4][CH:3]=1.[F:28][C:29]1[CH:30]=[C:31]([CH:34]=[C:35]([F:37])[CH:36]=1)[CH2:32]Cl. (5) The reactants are: [F:1][C:2]1[CH:3]=[CH:4][C:5]([C:32]([F:35])([F:34])[F:33])=[C:6]([CH:31]=1)[C:7]([N:9]1[CH2:14][CH2:13][N:12]([C:15](=[O:30])[CH2:16][NH:17][CH2:18][C:19]2[CH:24]=[CH:23][C:22]([C:25]3[CH:29]=[CH:28][S:27][CH:26]=3)=[CH:21][CH:20]=2)[CH2:11][CH2:10]1)=[O:8].[ClH:36]. Given the product [ClH:36].[F:1][C:2]1[CH:3]=[CH:4][C:5]([C:32]([F:33])([F:35])[F:34])=[C:6]([CH:31]=1)[C:7]([N:9]1[CH2:14][CH2:13][N:12]([C:15](=[O:30])[CH2:16][NH:17][CH2:18][C:19]2[CH:20]=[CH:21][C:22]([C:25]3[CH:29]=[CH:28][S:27][CH:26]=3)=[CH:23][CH:24]=2)[CH2:11][CH2:10]1)=[O:8], predict the reactants needed to synthesize it. (6) Given the product [Cl:12][C:5]1[C:4]2[C:9](=[CH:10][CH:11]=[C:2]([N:13]3[CH2:18][CH2:17][CH2:16][CH2:15][C:14]3=[O:19])[CH:3]=2)[CH:8]=[N:7][CH:6]=1, predict the reactants needed to synthesize it. The reactants are: Br[C:2]1[CH:3]=[C:4]2[C:9](=[CH:10][CH:11]=1)[CH:8]=[N:7][CH:6]=[C:5]2[Cl:12].[NH:13]1[CH2:18][CH2:17][CH2:16][CH2:15][C:14]1=[O:19].C1(P(C2CCCCC2)C2C=CC=CC=2C2C(C(C)C)=CC(C(C)C)=CC=2C(C)C)CCCCC1.P([O-])([O-])([O-])=O.[K+].[K+].[K+].